Task: Predict the reactants needed to synthesize the given product.. Dataset: Full USPTO retrosynthesis dataset with 1.9M reactions from patents (1976-2016) (1) Given the product [Br:1][C:2]1[CH:3]=[C:4]([CH:8]2[CH2:12][CH2:11][CH2:10][N:9]2[C:15](=[O:16])[CH:14]([OH:13])[C:18]2[CH:19]=[CH:20][C:21]([S:24][CH3:25])=[CH:22][CH:23]=2)[CH:5]=[CH:6][CH:7]=1, predict the reactants needed to synthesize it. The reactants are: [Br:1][C:2]1[CH:3]=[C:4]([CH:8]2[CH2:12][CH2:11][CH2:10][NH:9]2)[CH:5]=[CH:6][CH:7]=1.[OH:13][CH:14]([C:18]1[CH:23]=[CH:22][C:21]([S:24][CH3:25])=[CH:20][CH:19]=1)[C:15](O)=[O:16].F[P-](F)(F)(F)(F)F.N1(OC(N(C)C)=[N+](C)C)C2C=CC=CC=2N=N1.CCN(C(C)C)C(C)C. (2) Given the product [N:11]1[CH:12]=[CH:13][CH:14]=[CH:15][C:10]=1[C:8]1[NH:21][N:22]=[C:2]2[C:7]=1[CH:6]=[CH:5][CH:4]=[C:3]2[C:16]([F:19])([F:18])[F:17], predict the reactants needed to synthesize it. The reactants are: F[CH:2]1[CH:7]([C:8]([C:10]2[CH:15]=[CH:14][CH:13]=[CH:12][N:11]=2)=O)[CH:6]=[CH:5][CH:4]=[C:3]1[C:16]([F:19])([F:18])[F:17].O.[NH2:21][NH2:22].